This data is from Reaction yield outcomes from USPTO patents with 853,638 reactions. The task is: Predict the reaction yield, written as a fraction of the theoretical maximum amount of product (1.0 means a 100% yield; for example, 0.34 means a 34% yield). (1) The reactants are [F:1][C:2]1[CH:20]=[CH:19][CH:18]=[CH:17][C:3]=1[O:4][CH:5]([C:7]1[CH:16]=[CH:15][C:10]([C:11]([O:13]C)=[O:12])=[CH:9][CH:8]=1)[CH3:6].O.[OH-].[Li+].O1CCCC1.Cl. The catalyst is O.CO. The product is [F:1][C:2]1[CH:20]=[CH:19][CH:18]=[CH:17][C:3]=1[O:4][CH:5]([C:7]1[CH:16]=[CH:15][C:10]([C:11]([OH:13])=[O:12])=[CH:9][CH:8]=1)[CH3:6]. The yield is 0.740. (2) The reactants are Br[C:2]1[N:7]=[CH:6][C:5]2[N:8]=[C:9]([CH3:17])[N:10]([CH:11]([CH3:16])[C:12]([F:15])([F:14])[F:13])[C:4]=2[CH:3]=1.[Cl:18][C:19]1[N:24]=[C:23]([NH2:25])[CH:22]=[CH:21][N:20]=1.C1(P(C2C=CC=CC=2)C2C3OC4C(=CC=CC=4P(C4C=CC=CC=4)C4C=CC=CC=4)C(C)(C)C=3C=CC=2)C=CC=CC=1.C(=O)([O-])[O-].[Cs+].[Cs+]. The catalyst is C1C=CC(/C=C/C(/C=C/C2C=CC=CC=2)=O)=CC=1.C1C=CC(/C=C/C(/C=C/C2C=CC=CC=2)=O)=CC=1.C1C=CC(/C=C/C(/C=C/C2C=CC=CC=2)=O)=CC=1.[Pd].[Pd].O1CCOCC1. The product is [Cl:18][C:19]1[N:24]=[C:23]([NH:25][C:2]2[N:7]=[CH:6][C:5]3[N:8]=[C:9]([CH3:17])[N:10]([CH:11]([CH3:16])[C:12]([F:15])([F:14])[F:13])[C:4]=3[CH:3]=2)[CH:22]=[CH:21][N:20]=1. The yield is 0.430. (3) The reactants are [Br:1][C:2]1[CH:10]=[CH:9][C:5]2[CH2:6]S[CH2:8][C:4]=2[CH:3]=1.O[O:12][S:13]([O-:15])=O.[K+].S(=O)(O)[O-].[Na+].C([O-])(O)=O.[Na+]. The catalyst is CO. The product is [Br:1][C:2]1[CH:10]=[CH:9][C:5]2[CH2:6][S:13](=[O:15])(=[O:12])[CH2:8][C:4]=2[CH:3]=1. The yield is 0.650. (4) The reactants are [Cl:1][C:2]1[CH:3]=[C:4]([NH:16][C:17]2[C:26]3[C:21](=[CH:22][CH:23]=[CH:24][C:25]=3[O:27][CH2:28][CH2:29][NH:30][CH:31]([CH3:33])[CH3:32])[N:20]=[CH:19][N:18]=2)[CH:5]=[CH:6][C:7]=1[O:8][CH2:9][C:10]1[CH:15]=[CH:14][CH:13]=[CH:12][N:11]=1.[C:34](Cl)(=[O:36])[CH3:35]. No catalyst specified. The product is [Cl:1][C:2]1[CH:3]=[C:4]([NH:16][C:17]2[C:26]3[C:21](=[CH:22][CH:23]=[CH:24][C:25]=3[O:27][CH2:28][CH2:29][N:30]([CH:31]([CH3:33])[CH3:32])[C:34](=[O:36])[CH3:35])[N:20]=[CH:19][N:18]=2)[CH:5]=[CH:6][C:7]=1[O:8][CH2:9][C:10]1[CH:15]=[CH:14][CH:13]=[CH:12][N:11]=1. The yield is 0.490. (5) The reactants are FC(F)(F)S(O[C:7]1[CH:16]=[C:15]2[C:10]([C@H:11]([C:18]3[CH:27]=[CH:26][C:25]4[C:20](=[CH:21][CH:22]=[CH:23][CH:24]=4)[CH:19]=3)[CH2:12][N:13]([CH3:17])[CH2:14]2)=[CH:9][CH:8]=1)(=O)=O.CN1C[C@@H](C2C=CC3C(=CC=CC=3)C=2)C2C(=CC(B3OC(C)(C)C(C)(C)O3)=CC=2)C1.[Cl:60][C:61]1[N:62]=[N:63][C:64](Cl)=[CH:65][CH:66]=1.C(=O)([O-])[O-].[Na+].[Na+]. The catalyst is CN(C=O)C.C1C=CC([PH+]([C]2[CH][CH][CH][CH]2)C2C=CC=CC=2)=CC=1.C1C=CC([PH+]([C]2[CH][CH][CH][CH]2)C2C=CC=CC=2)=CC=1.C(Cl)Cl.Cl[Pd]Cl.[Fe]. The product is [Cl:60][C:61]1[N:62]=[N:63][C:64]([C:7]2[CH:16]=[C:15]3[C:10]([C@H:11]([C:18]4[CH:27]=[CH:26][C:25]5[C:20](=[CH:21][CH:22]=[CH:23][CH:24]=5)[CH:19]=4)[CH2:12][N:13]([CH3:17])[CH2:14]3)=[CH:9][CH:8]=2)=[CH:65][CH:66]=1. The yield is 0.510. (6) The reactants are [F:1][C:2]1[CH:11]=[C:10]2[C:5]([CH:6]=[CH:7][CH:8]=[N:9]2)=[CH:4][C:3]=1[CH2:12][N:13]1[C:21]2[C:16](=[N:17][CH:18]=[C:19]([C:22](=O)[CH3:23])[N:20]=2)[N:15]=[N:14]1.[NH2:25][N:26]1[CH2:30][C:29](=[O:31])[NH:28][C:27]1=[O:32]. No catalyst specified. The product is [F:1][C:2]1[CH:11]=[C:10]2[C:5]([CH:6]=[CH:7][CH:8]=[N:9]2)=[CH:4][C:3]=1[CH2:12][N:13]1[C:21]2[C:16](=[N:17][CH:18]=[C:19](/[C:22](=[N:25]/[N:26]3[CH2:30][C:29](=[O:31])[NH:28][C:27]3=[O:32])/[CH3:23])[N:20]=2)[N:15]=[N:14]1. The yield is 0.660. (7) The reactants are [Cl:1][C:2]1[CH:9]=[C:8]([OH:10])[CH:7]=[CH:6][C:3]=1[C:4]#[N:5].OS(C(F)(F)F)(=O)=O.C1C(=O)N([Br:26])C(=O)C1. The catalyst is CC#N. The product is [Br:26][C:7]1[C:8]([OH:10])=[CH:9][C:2]([Cl:1])=[C:3]([CH:6]=1)[C:4]#[N:5]. The yield is 0.462.